This data is from Skin sensitization/reaction prediction data. The task is: Regression/Classification. Given a drug SMILES string, predict its toxicity properties. Task type varies by dataset: regression for continuous values (e.g., LD50, hERG inhibition percentage) or binary classification for toxic/non-toxic outcomes (e.g., AMES mutagenicity, cardiotoxicity, hepatotoxicity). Dataset: skin_reaction. (1) The molecule is O=c1c(-c2ccccc2)c1-c1ccccc1. The result is 1 (causes skin reaction). (2) The result is 0 (no skin reaction). The compound is CCOC(=O)CC(=O)c1ccccc1. (3) The molecule is CCCCCCCCCCCCCCC=CS(=O)(=O)OC. The result is 1 (causes skin reaction). (4) The molecule is C=CCc1ccc(OC)cc1. The result is 1 (causes skin reaction). (5) The drug is CCc1ccc(CC)c(C(=O)CC(C)=O)c1. The result is 1 (causes skin reaction). (6) The drug is CCCCCCCCCCCCCCCCCC1=NC(C)(C)C(=O)O1. The result is 1 (causes skin reaction). (7) The drug is CC=Cc1ccc(O)c(OC)c1C. The result is 1 (causes skin reaction). (8) The molecule is CCCCC1=NC(C)(C)C(=O)O1. The result is 1 (causes skin reaction).